From a dataset of Tox21: 12 toxicity assays (nuclear receptors and stress response pathways). Binary classification across 12 toxicity assays. (1) The drug is O=C1C=CC(=O)C=C1. It tested positive (active) for: SR-ARE (Antioxidant Response Element (oxidative stress)). (2) The compound is CN(C)c1ccc(C(c2ccccc2)c2ccc(N(C)C)cc2)cc1. It tested positive (active) for: SR-MMP (Mitochondrial Membrane Potential disruption). (3) The drug is CC(C)OC=O. It tested positive (active) for: SR-HSE (Heat Shock Element response). (4) The compound is c1cc(N(CC2CO2)CC2CO2)ccc1Cc1ccc(N(CC2CO2)CC2CO2)cc1. It tested positive (active) for: SR-ARE (Antioxidant Response Element (oxidative stress)), SR-ATAD5 (ATAD5 genotoxicity (DNA damage)), SR-HSE (Heat Shock Element response), and SR-p53 (p53 tumor suppressor activation). (5) The molecule is CCC(C)(C)C(=O)O[C@H]1C[C@@H](C)C=C2C=C[C@H](C)[C@H](CC[C@@H]3C[C@@H](O)CC(=O)O3)[C@H]21. It tested positive (active) for: NR-AR (Androgen Receptor agonist activity), NR-Aromatase (Aromatase enzyme inhibition), NR-ER (Estrogen Receptor agonist activity), and SR-ARE (Antioxidant Response Element (oxidative stress)). (6) The compound is Brc1c2ccccc2cc2ccccc12. It tested positive (active) for: NR-ER (Estrogen Receptor agonist activity), NR-PPAR-gamma (PPAR-gamma nuclear receptor agonist), and SR-p53 (p53 tumor suppressor activation).